From a dataset of Peptide-MHC class II binding affinity with 134,281 pairs from IEDB. Regression. Given a peptide amino acid sequence and an MHC pseudo amino acid sequence, predict their binding affinity value. This is MHC class II binding data. (1) The peptide sequence is HEALNIALIAVSIIS. The MHC is DRB1_1501 with pseudo-sequence DRB1_1501. The binding affinity (normalized) is 0.294. (2) The peptide sequence is FTVQKGSDPKKL. The MHC is DRB1_0301 with pseudo-sequence DRB1_0301. The binding affinity (normalized) is 0. (3) The peptide sequence is INEPTAAAAAYGLDR. The MHC is HLA-DQA10401-DQB10402 with pseudo-sequence HLA-DQA10401-DQB10402. The binding affinity (normalized) is 0.355. (4) The peptide sequence is YDIFLANVSTVLTGK. The MHC is DRB1_0802 with pseudo-sequence DRB1_0802. The binding affinity (normalized) is 0.806. (5) The peptide sequence is TPAAPAGAEPAGKAT. The MHC is HLA-DPA10301-DPB10402 with pseudo-sequence HLA-DPA10301-DPB10402. The binding affinity (normalized) is 0.171. (6) The peptide sequence is NSRFSSWETVCDSLD. The MHC is DRB5_0101 with pseudo-sequence DRB5_0101. The binding affinity (normalized) is 0.0384.